Predict the product of the given reaction. From a dataset of Forward reaction prediction with 1.9M reactions from USPTO patents (1976-2016). Given the reactants C(=O)([O-])[O-].[K+].[K+].[CH:7]1([CH2:10]Br)[CH2:9][CH2:8]1.CN(C)C=O.[Cl:17][C:18]1[N:26]=[C:25]2[C:21]([N:22]=[CH:23][NH:24]2)=[C:20]([N:27]2[CH2:32][CH2:31][O:30][CH2:29][CH2:28]2)[N:19]=1, predict the reaction product. The product is: [Cl:17][C:18]1[N:26]=[C:25]2[C:21]([N:22]=[CH:23][N:24]2[CH2:10][CH:7]2[CH2:9][CH2:8]2)=[C:20]([N:27]2[CH2:28][CH2:29][O:30][CH2:31][CH2:32]2)[N:19]=1.